Dataset: Forward reaction prediction with 1.9M reactions from USPTO patents (1976-2016). Task: Predict the product of the given reaction. (1) Given the reactants C(OC([NH:11][CH2:12][CH2:13][N:14]1[CH2:19][CH2:18][CH:17]([CH2:20][C@@H:21]([C:30]([O:32][CH:33]2[CH2:37][CH2:36][CH2:35][CH2:34]2)=[O:31])[NH:22][C:23]([O:25][C:26]([CH3:29])([CH3:28])[CH3:27])=[O:24])[CH2:16][CH2:15]1)=O)C1C=CC=CC=1, predict the reaction product. The product is: [NH2:11][CH2:12][CH2:13][N:14]1[CH2:15][CH2:16][CH:17]([CH2:20][C@@H:21]([C:30]([O:32][CH:33]2[CH2:34][CH2:35][CH2:36][CH2:37]2)=[O:31])[NH:22][C:23]([O:25][C:26]([CH3:29])([CH3:28])[CH3:27])=[O:24])[CH2:18][CH2:19]1. (2) Given the reactants [O-]CC.[Na+].[Cl:5][C:6]1[CH:11]=[CH:10][C:9]([SH:12])=[CH:8][CH:7]=1.Br[CH2:14][C:15]([C:17]1[CH:22]=[CH:21][C:20]([S:23][CH3:24])=[CH:19][CH:18]=1)=[O:16], predict the reaction product. The product is: [Cl:5][C:6]1[CH:11]=[CH:10][C:9]([S:12][CH2:14][C:15]([C:17]2[CH:22]=[CH:21][C:20]([S:23][CH3:24])=[CH:19][CH:18]=2)=[O:16])=[CH:8][CH:7]=1. (3) Given the reactants CS[C:3]1[N:4]=[C:5]([N:36]2[CH2:41][CH2:40][O:39][CH2:38][CH2:37]2)[C:6]2[C:11]([C:12]3[CH:17]=[CH:16][CH:15]=[CH:14][CH:13]=3)=[C:10]([C:18]3[CH:23]=[CH:22][C:21]([C:24]4([NH:28][C:29](=[O:35])[O:30][C:31]([CH3:34])([CH3:33])[CH3:32])[CH2:27][CH2:26][CH2:25]4)=[CH:20][CH:19]=3)[O:9][C:7]=2[N:8]=1.O[O:43][S:44]([O-:46])=O.[K+].[C:48](=O)([O-])O.[Na+], predict the reaction product. The product is: [CH3:48][S:44]([C:3]1[N:4]=[C:5]([N:36]2[CH2:41][CH2:40][O:39][CH2:38][CH2:37]2)[C:6]2[C:11]([C:12]3[CH:13]=[CH:14][CH:15]=[CH:16][CH:17]=3)=[C:10]([C:18]3[CH:23]=[CH:22][C:21]([C:24]4([NH:28][C:29](=[O:35])[O:30][C:31]([CH3:34])([CH3:33])[CH3:32])[CH2:27][CH2:26][CH2:25]4)=[CH:20][CH:19]=3)[O:9][C:7]=2[N:8]=1)(=[O:46])=[O:43].